This data is from Forward reaction prediction with 1.9M reactions from USPTO patents (1976-2016). The task is: Predict the product of the given reaction. (1) Given the reactants [OH:1][C@H:2]([C:24]1[CH:25]=[N:26][CH:27]=[CH:28][CH:29]=1)[CH2:3][N:4]([CH2:12][C@H:13]1[CH2:22][CH2:21][C:20]2[C:15](=[CH:16][CH:17]=[C:18]([I:23])[CH:19]=2)[O:14]1)[C:5](=[O:11])[O:6][C:7]([CH3:10])([CH3:9])[CH3:8].[CH3:30][C:31]([Si:34](Cl)([CH3:36])[CH3:35])([CH3:33])[CH3:32].N1C=CN=C1.C([O-])(O)=O.[Na+], predict the reaction product. The product is: [Si:34]([O:1][C@H:2]([C:24]1[CH:25]=[N:26][CH:27]=[CH:28][CH:29]=1)[CH2:3][N:4]([CH2:12][C@H:13]1[CH2:22][CH2:21][C:20]2[C:15](=[CH:16][CH:17]=[C:18]([I:23])[CH:19]=2)[O:14]1)[C:5](=[O:11])[O:6][C:7]([CH3:10])([CH3:8])[CH3:9])([C:31]([CH3:33])([CH3:32])[CH3:30])([CH3:36])[CH3:35]. (2) Given the reactants [CH2:1]([N:4]([CH2:14][CH:15]=[CH2:16])[CH2:5][C:6]([C:8]1[CH:9]=[N:10][CH:11]=[CH:12][CH:13]=1)=O)[CH:2]=[CH2:3].Cl.[NH2:18][OH:19].N1C=CC=CC=1, predict the reaction product. The product is: [CH2:1]([N:4]([CH2:14][CH:15]=[CH2:16])[CH2:5][C:6]([C:8]1[CH:9]=[N:10][CH:11]=[CH:12][CH:13]=1)=[N:18][OH:19])[CH:2]=[CH2:3]. (3) Given the reactants [F-].C([N+](CCCC)(CCCC)CCCC)CCC.[O:19]1[CH2:24][CH2:23][CH2:22][CH2:21][CH:20]1[O:25][CH:26]([C:35]1[CH:40]=[CH:39][C:38]([CH2:41][O:42][Si](C(C)C)(C(C)C)C(C)C)=[CH:37][CH:36]=1)[C:27]1[CH:28]=[C:29]([CH:32]=[CH:33][CH:34]=1)[C:30]#[N:31], predict the reaction product. The product is: [OH:42][CH2:41][C:38]1[CH:39]=[CH:40][C:35]([CH:26]([O:25][CH:20]2[CH2:21][CH2:22][CH2:23][CH2:24][O:19]2)[C:27]2[CH:28]=[C:29]([CH:32]=[CH:33][CH:34]=2)[C:30]#[N:31])=[CH:36][CH:37]=1. (4) Given the reactants [CH:1]1[C:11]2[C:10](=[CH:12][C:13]3[CH:14]=[C:15]([NH2:19])[CH:16]=[CH:17][CH:18]=3)[C:9]3[CH:20]=[CH:21][CH:22]=[CH:23][C:8]=3[CH2:7][O:6][C:5]=2[CH:4]=[CH:3][CH:2]=1.[CH3:24][S:25](Cl)(=[O:27])=[O:26], predict the reaction product. The product is: [CH:1]1[C:11]2[C:10](=[CH:12][C:13]3[CH:14]=[C:15]([NH:19][S:25]([CH3:24])(=[O:27])=[O:26])[CH:16]=[CH:17][CH:18]=3)[C:9]3[CH:20]=[CH:21][CH:22]=[CH:23][C:8]=3[CH2:7][O:6][C:5]=2[CH:4]=[CH:3][CH:2]=1. (5) Given the reactants C([O:3][C:4]([C:6]1([NH:15][C:16](=[O:30])[C:17]2[CH:22]=[C:21]([Br:23])[CH:20]=[C:19]([CH3:24])[C:18]=2[O:25][CH:26]2[CH2:29][CH2:28][CH2:27]2)[CH2:14][C:13]2[C:8](=[CH:9][CH:10]=[CH:11][CH:12]=2)[CH2:7]1)=[O:5])C.O1CCOCC1.CO.O, predict the reaction product. The product is: [Br:23][C:21]1[CH:20]=[C:19]([CH3:24])[C:18]([O:25][CH:26]2[CH2:29][CH2:28][CH2:27]2)=[C:17]([CH:22]=1)[C:16]([NH:15][C:6]1([C:4]([OH:5])=[O:3])[CH2:14][C:13]2[C:8](=[CH:9][CH:10]=[CH:11][CH:12]=2)[CH2:7]1)=[O:30]. (6) Given the reactants [CH:1]1([OH:4])CC1.[Cr](O[Cr]([O-])(=O)=O)([O-])(=O)=O.[NH+]1[CH:19]=[CH:18][CH:17]=[CH:16][CH:15]=1.[NH+]1C=CC=C[CH:21]=1.[OH2:26], predict the reaction product. The product is: [CH2:16]([C@H:17]1[CH2:21][C@H:18]1[CH2:19][C:1]([OH:4])=[O:26])[CH3:15]. (7) Given the reactants [OH:1][C:2]1[CH:3]=[C:4]2[C:8](=[CH:9][CH:10]=1)[N:7]([CH3:11])[CH:6]=[CH:5]2.P([O-])([O-])([O-])=O.[K+].[K+].[K+].[C:20]([NH:28][C:29]1[CH:38]=[C:37](Br)[CH:36]=[CH:35][C:30]=1[C:31]([O:33][CH3:34])=[O:32])(=[O:27])[C:21]1[CH:26]=[CH:25][CH:24]=[CH:23][CH:22]=1.C(O)(=O)CC(CC(O)=O)(C(O)=O)O, predict the reaction product. The product is: [C:20]([NH:28][C:29]1[CH:38]=[C:37]([O:1][C:2]2[CH:3]=[C:4]3[C:8](=[CH:9][CH:10]=2)[N:7]([CH3:11])[CH:6]=[CH:5]3)[CH:36]=[CH:35][C:30]=1[C:31]([O:33][CH3:34])=[O:32])(=[O:27])[C:21]1[CH:22]=[CH:23][CH:24]=[CH:25][CH:26]=1.